This data is from hERG Central: cardiac toxicity at 1µM, 10µM, and general inhibition. The task is: Predict hERG channel inhibition at various concentrations. (1) The compound is Cc1ccc(Nc2cc(C)c3ccc(O)cc3n2)cc1C.Cl. Results: hERG_inhib (hERG inhibition (general)): blocker. (2) The compound is CCOc1ccc(CCNC(=O)c2ccc(CS(=O)Cc3cccc(Cl)c3)o2)cc1. Results: hERG_inhib (hERG inhibition (general)): blocker.